From a dataset of Full USPTO retrosynthesis dataset with 1.9M reactions from patents (1976-2016). Predict the reactants needed to synthesize the given product. (1) Given the product [CH3:1][C:2]1[CH:7]=[CH:6][C:5]([S:8]([O:11][CH2:12][CH:13]2[CH2:17][C:16]3[C:18]([F:24])=[C:19]([F:23])[CH:20]=[C:21]([C:25]4[CH:30]=[CH:29][CH:28]=[CH:27][CH:26]=4)[C:15]=3[O:14]2)(=[O:10])=[O:9])=[CH:4][CH:3]=1, predict the reactants needed to synthesize it. The reactants are: [CH3:1][C:2]1[CH:7]=[CH:6][C:5]([S:8]([O:11][CH2:12][CH:13]2[CH2:17][C:16]3[C:18]([F:24])=[C:19]([F:23])[CH:20]=[C:21](Br)[C:15]=3[O:14]2)(=[O:10])=[O:9])=[CH:4][CH:3]=1.[C:25]1(B(O)O)[CH:30]=[CH:29][CH:28]=[CH:27][CH:26]=1.C(=O)([O-])[O-].[K+].[K+]. (2) The reactants are: [CH2:1]([O:3][C:4]1[C:8]([C:9](=[N:11][O:12][CH3:13])[CH3:10])=[C:7]([OH:14])[N:6]([CH3:15])[N:5]=1)[CH3:2].[OH:16][NH:17]S(C1C=CC=CC=1S(C)(=O)=O)(=O)=O.C(=O)([O-])[O-].[K+].[K+].C(CN(CC(O)=O)CCN(CCN(CC(O)=O)CC(O)=O)CC(O)=O)(O)=O. Given the product [CH2:1]([O:3][C:4]1[C:8]([NH:17][OH:16])([C:9](=[N:11][O:12][CH3:13])[CH3:10])[C:7](=[O:14])[N:6]([CH3:15])[N:5]=1)[CH3:2], predict the reactants needed to synthesize it.